Dataset: Drug-target binding data from BindingDB using Ki measurements. Task: Regression. Given a target protein amino acid sequence and a drug SMILES string, predict the binding affinity score between them. We predict pKi (pKi = -log10(Ki in M); higher means stronger inhibition). Dataset: bindingdb_ki. (1) The compound is CCc1cn([C@@H]2O[C@H](CO)[C@@H](O)[C@@H]2F)c(=O)[nH]c1=O. The target protein (P04183) has sequence MSCINLPTVLPGSPSKTRGQIQVILGPMFSGKSTELMRRVRRFQIAQYKCLVIKYAKDTRYSSSFCTHDRNTMEALPACLLRDVAQEALGVAVIGIDEGQFFPDIVEFCEAMANAGKTVIVAALDGTFQRKPFGAILNLVPLAESVVKLTAVCMECFREAAYTKRLGTEKEVEVIGGADKYHSVCRLCYFKKASGQPAGPDNKENCPVPGKPGEAVAARKLFAPQQILQCSPAN. The pKi is 7.0. (2) The compound is O=C(c1ncc(I)o1)[C@@H]1COc2cc(Oc3ccccc3)ccc2C1. The target protein (P97612) has sequence MVLSEVWTTLSGVSGVCLACSLLSAAVVLRWTGRQKARGAATRARQKQRASLETMDKAVQRFRLQNPDLDSEALLTLPLLQLVQKLQSGELSPEAVFFTYLGKAWEVNKGTNCVTSYLTDCETQLSQAPRQGLLYGVPVSLKECFSYKGHDSTLGLSLNEGMPSESDCVVVQVLKLQGAVPFVHTNVPQSMLSFDCSNPLFGQTMNPWKSSKSPGGSSGGEGALIGSGGSPLGLGTDIGGSIRFPSAFCGICGLKPTGNRLSKSGLKGCVYGQTAVQLSLGPMARDVESLALCLKALLCEHLFTLDPTVPPLPFREEVYRSSRPLRVGYYETDNYTMPSPAMRRALIETKQRLEAAGHTLIPFLPNNIPYALEVLSAGGLFSDGGRSFLQNFKGDFVDPCLGDLILILRLPSWFKRLLSLLLKPLFPRLAAFLNSMRPRSAEKLWKLQHEIEMYRQSVIAQWKAMNLDVLLTPMLGPALDLNTPGRATGAISYTVLYNCL.... The pKi is 7.5. (3) The drug is CO[C@@H]1OC(COCc2ccccc2)[C@@H](O)C(O)[C@@H]1NP(C)(=O)[O-]. The target protein (P75906) has sequence MLRNGNKYLLMLVSIIMLTACISQSRTSFIPPQDRESLLAEQPWPHNGFVAISWHNVEDEAADQRFMSVRTSALREQFAWLRENGYQPVSIAQIREAHRGGKPLPEKAVVLTFDDGYQSFYTRVFPILQAFQWPAVWAPVGSWVDTPADKQVKFGDELVDREYFATWQQVREVARSRLVELASHTWNSHYGIQANATGSLLPVYVNRAYFTDHARYETAAEYRERIRLDAVKMTEYLRTKVEVNPHVFVWPYGEANGIAIEELKKLGYDMFFTLESGLANASQLDSIPRVLIANNPSLKEFAQQIITVQEKSPQRIMHIDLDYVYDENLQQMDRNIDVLIQRVKDMQISTVYLQAFADPDGDGLVKEVWFPNRLLPMKADIFSRVAWQLRTRSGVNIYAWMPVLSWDLDPTLTRVKYLPTGEKKAQIHPEQYHRLSPFDDRVRAQVGMLYEDLAGHAAFDGILFHDDALLSDYEDASAPAITAYQQAGFSGSLSEIRQNP.... The pKi is 3.0.